This data is from Reaction yield outcomes from USPTO patents with 853,638 reactions. The task is: Predict the reaction yield, written as a fraction of the theoretical maximum amount of product (1.0 means a 100% yield; for example, 0.34 means a 34% yield). (1) The reactants are [CH3:1][C:2]1[N:7]=[C:6]([SH:8])[N:5]=[C:4]([OH:9])[CH:3]=1.C(N(CC)CC)C.Br[CH2:18][C:19]1[CH:24]=[CH:23][N:22]=[CH:21][C:20]=1[Cl:25]. The catalyst is C(O)C. The product is [Cl:25][C:20]1[CH:21]=[N:22][CH:23]=[CH:24][C:19]=1[CH2:18][S:8][C:6]1[N:5]=[C:4]([OH:9])[CH:3]=[C:2]([CH3:1])[N:7]=1. The yield is 0.350. (2) The reactants are [CH2:1]1[C:3]([NH2:7])([C:4]([OH:6])=[O:5])[CH2:2]1.Cl[Si](C)(C)C.CCN(C(C)C)C(C)C.Cl[C:23]([O:25][CH:26](Cl)[CH:27](C)C)=[O:24].[CH3:31][C:32]1[CH:33]=[CH:34][C:35]([C:38]([OH:40])=[O:39])=[CH:36][CH:37]=1. The catalyst is C(Cl)(Cl)Cl. The product is [CH3:31][C:32]1[CH:37]=[CH:36][C:35]([C:38]([O:40][CH2:27][CH2:26][O:25][C:23]([NH:7][C:3]2([C:4]([OH:6])=[O:5])[CH2:2][CH2:1]2)=[O:24])=[O:39])=[CH:34][CH:33]=1. The yield is 0.143.